This data is from Peptide-MHC class II binding affinity with 134,281 pairs from IEDB. The task is: Regression. Given a peptide amino acid sequence and an MHC pseudo amino acid sequence, predict their binding affinity value. This is MHC class II binding data. (1) The binding affinity (normalized) is 0.717. The peptide sequence is PEIWHHLSTLIKQPD. The MHC is DRB1_0405 with pseudo-sequence DRB1_0405. (2) The peptide sequence is HLLKAKDNSIYIVKQ. The MHC is DRB1_0101 with pseudo-sequence DRB1_0101. The binding affinity (normalized) is 0.787. (3) The peptide sequence is AQAAVVRFQEAANKQ. The MHC is HLA-DQA10501-DQB10201 with pseudo-sequence HLA-DQA10501-DQB10201. The binding affinity (normalized) is 0.0467.